Dataset: Catalyst prediction with 721,799 reactions and 888 catalyst types from USPTO. Task: Predict which catalyst facilitates the given reaction. (1) Reactant: [H-].[Al+3].[Li+].[H-].[H-].[H-].[CH2:7]([O:14][CH2:15][CH2:16][CH:17]1[CH2:22][CH2:21][N:20]([C:23]2[CH:24]=[N:25][CH:26]=[C:27]([O:29][CH2:30][C@H:31]3[CH2:35][CH2:34][CH2:33][N:32]3[C:36](OC(C)(C)C)=O)[CH:28]=2)[CH2:19][CH2:18]1)[C:8]1[CH:13]=[CH:12][CH:11]=[CH:10][CH:9]=1.[O-]S([O-])(=O)=O.[Na+].[Na+].CCOCC. Product: [CH2:7]([O:14][CH2:15][CH2:16][CH:17]1[CH2:18][CH2:19][N:20]([C:23]2[CH:24]=[N:25][CH:26]=[C:27]([O:29][CH2:30][C@H:31]3[CH2:35][CH2:34][CH2:33][N:32]3[CH3:36])[CH:28]=2)[CH2:21][CH2:22]1)[C:8]1[CH:9]=[CH:10][CH:11]=[CH:12][CH:13]=1. The catalyst class is: 20. (2) Reactant: Cl[C:2]1[C:7]([CH:8]=[O:9])=[C:6]([N:10]2[CH2:22][CH2:21][N:13]3[C:14]4[CH2:15][CH2:16][CH2:17][CH2:18][C:19]=4[CH:20]=[C:12]3[C:11]2=[O:23])[N:5]=[CH:4][CH:3]=1.C([C@H:26]1[CH2:31][N:30]([CH:32]2[CH2:35][O:34][CH2:33]2)[CH2:29][CH2:28][N:27]1[C:36]1[CH:37]=[CH:38][C:39]([NH:42][C:43]2[C:44](=[O:59])[N:45]([CH3:58])[CH:46]=[C:47](B3OC(C)(C)C(C)(C)O3)[CH:48]=2)=[N:40][CH:41]=1)C.[C:60]([O-])(=O)[CH3:61].[K+]. Product: [CH2:60]([C@H:26]1[CH2:31][N:30]([CH:32]2[CH2:33][O:34][CH2:35]2)[CH2:29][CH2:28][N:27]1[C:36]1[CH:37]=[CH:38][C:39]([NH:42][C:43]2[C:44](=[O:59])[N:45]([CH3:58])[CH:46]=[C:47]([C:2]3[C:7]([CH:8]=[O:9])=[C:6]([N:10]4[CH:22]=[CH:21][N:13]5[C:14]6[CH2:15][CH2:16][CH2:17][CH2:18][C:19]=6[CH:20]=[C:12]5[C:11]4=[O:23])[N:5]=[CH:4][CH:3]=3)[CH:48]=2)=[N:40][CH:41]=1)[CH3:61]. The catalyst class is: 712. (3) Reactant: [C:1]1([C:7]2[NH:11][N:10]=[N:9][N:8]=2)[CH:6]=[CH:5][CH:4]=[CH:3][CH:2]=1.[C:12]([O:16][C:17]([N:19]1[CH2:23][CH:22](OS(C2C=CC(C)=CC=2)(=O)=O)[CH2:21][CH:20]1[C:35](N1CCN(C2C=CC=CC=2C#N)CC1)=[O:36])=[O:18])([CH3:15])([CH3:14])[CH3:13].[C:51](=O)([O-])[O-:52].[Na+].[Na+]. Product: [CH3:51][O:52][C:35]([CH:20]1[CH2:21][CH:22]([N:9]2[N:10]=[N:11][C:7]([C:1]3[CH:2]=[CH:3][CH:4]=[CH:5][CH:6]=3)=[N:8]2)[CH2:23][N:19]1[C:17]([O:16][C:12]([CH3:13])([CH3:14])[CH3:15])=[O:18])=[O:36]. The catalyst class is: 499. (4) Reactant: Br[C:2]1[CH:7]=[CH:6][C:5]([O:8][CH3:9])=[CH:4][C:3]=1[O:10][CH3:11].Cl[CH:13]1[CH2:17][CH2:16][CH2:15][C:14]1=[O:18].Cl. Product: [CH3:11][O:10][C:3]1[CH:4]=[C:5]([O:8][CH3:9])[CH:6]=[CH:7][C:2]=1[CH:13]1[CH2:17][CH2:16][CH2:15][C:14]1=[O:18]. The catalyst class is: 116. (5) Reactant: Br[C:2]1[C:8]([C:9]([F:12])([F:11])[F:10])=[CH:7][C:5]([NH2:6])=[CH:4][C:3]=1[Cl:13].C(=O)([O-])[O-].[Na+].[Na+].CC1(C)C(C)(C)OB([C:28]2[CH:33]=[CH:32][C:31]([S:34]([N:37]3[CH2:41][CH2:40][CH2:39][C@H:38]3[C:42]([O:44][C:45]([CH3:48])([CH3:47])[CH3:46])=[O:43])(=[O:36])=[O:35])=[CH:30][CH:29]=2)O1.O. Product: [NH2:6][C:5]1[CH:7]=[C:8]([C:9]([F:12])([F:11])[F:10])[C:2]([C:28]2[CH:33]=[CH:32][C:31]([S:34]([N:37]3[CH2:41][CH2:40][CH2:39][C@H:38]3[C:42]([O:44][C:45]([CH3:48])([CH3:47])[CH3:46])=[O:43])(=[O:36])=[O:35])=[CH:30][CH:29]=2)=[C:3]([Cl:13])[CH:4]=1. The catalyst class is: 564.